This data is from Catalyst prediction with 721,799 reactions and 888 catalyst types from USPTO. The task is: Predict which catalyst facilitates the given reaction. (1) Reactant: [Cl:1][C:2]1[CH:3]=[CH:4][C:5]2[N:6]=[C:7]([CH2:20]Cl)[N:8]3[C:16]4[CH:15]=[CH:14][CH:13]=[C:12]([F:17])[C:11]=4[CH:10]=[C:9]3[C:18]=2[N:19]=1.[F:22][CH:23]1[CH2:26][NH:25][CH2:24]1.C([O-])([O-])=O.[K+].[K+].O. Product: [Cl:1][C:2]1[CH:3]=[CH:4][C:5]2[N:6]=[C:7]([CH2:20][N:25]3[CH2:26][CH:23]([F:22])[CH2:24]3)[N:8]3[C:16]4[CH:15]=[CH:14][CH:13]=[C:12]([F:17])[C:11]=4[CH:10]=[C:9]3[C:18]=2[N:19]=1. The catalyst class is: 85. (2) Reactant: Br[C:2]1[CH:3]=[C:4]([NH:9][C:10]2[N:15]=[C:14]([C:16]([F:19])([F:18])[F:17])[CH:13]=[CH:12][N:11]=2)[CH:5]=[C:6]([CH3:8])[CH:7]=1.[CH3:20][C:21]1([CH3:37])[C:25]([CH3:27])([CH3:26])[O:24][B:23]([B:23]2[O:24][C:25]([CH3:27])([CH3:26])[C:21]([CH3:37])([CH3:20])[O:22]2)[O:22]1.CC([O-])=O.[K+]. Product: [CH3:8][C:6]1[CH:5]=[C:4]([NH:9][C:10]2[N:15]=[C:14]([C:16]([F:19])([F:18])[F:17])[CH:13]=[CH:12][N:11]=2)[CH:3]=[C:2]([B:23]2[O:24][C:25]([CH3:27])([CH3:26])[C:21]([CH3:37])([CH3:20])[O:22]2)[CH:7]=1. The catalyst class is: 75. (3) Reactant: [CH2:1]([O:3][C:4]([C@@H:6]1[C@H:8]([C:9]2[CH:14]=[CH:13][CH:12]=[CH:11][CH:10]=2)[C@H:7]1[C:15]1[CH:20]=[CH:19][C:18]([NH2:21])=[CH:17][CH:16]=1)=[O:5])[CH3:2].[CH:22]1([S:25](Cl)(=[O:27])=[O:26])[CH2:24][CH2:23]1.C(N(CC)CC)C. Product: [CH2:1]([O:3][C:4]([C@@H:6]1[C@H:8]([C:9]2[CH:14]=[CH:13][CH:12]=[CH:11][CH:10]=2)[C@H:7]1[C:15]1[CH:16]=[CH:17][C:18]([NH:21][S:25]([CH:22]2[CH2:24][CH2:23]2)(=[O:27])=[O:26])=[CH:19][CH:20]=1)=[O:5])[CH3:2]. The catalyst class is: 2.